Dataset: Forward reaction prediction with 1.9M reactions from USPTO patents (1976-2016). Task: Predict the product of the given reaction. (1) Given the reactants [CH3:1][CH:2]([CH3:5])[CH2:3][OH:4].[H-].[Na+].[Br:8][C:9]1[CH:10]=[CH:11][C:12](F)=[N:13][CH:14]=1, predict the reaction product. The product is: [Br:8][C:9]1[CH:10]=[CH:11][C:12]([O:4][CH2:3][CH:2]([CH3:5])[CH3:1])=[N:13][CH:14]=1. (2) Given the reactants [OH:1][CH2:2][C:3]1([CH3:26])[C:11]2[CH:10]=[N:9][C:8]([NH:12][CH:13]3[CH2:18][CH2:17][O:16][CH2:15][CH2:14]3)=[N:7][C:6]=2[CH2:5][N:4]1C(OC(C)(C)C)=O.Cl, predict the reaction product. The product is: [CH3:26][C:3]1([CH2:2][OH:1])[C:11]2[CH:10]=[N:9][C:8]([NH:12][CH:13]3[CH2:18][CH2:17][O:16][CH2:15][CH2:14]3)=[N:7][C:6]=2[CH2:5][NH:4]1. (3) Given the reactants N.[C:2]1(=[O:20])[CH2:19][C@H:18]2[C@@H:4]([CH2:5][CH2:6][C@H:7]3[C@H:16]4[C:11](=[CH:12][C:13](=[O:17])[CH2:14][CH2:15]4)[CH2:10][CH2:9][C@@H:8]32)[CH2:3]1.[NH4+].[Cl-], predict the reaction product. The product is: [C:2]1(=[O:20])[CH2:19][C@H:18]2[C@@H:4]([CH2:5][CH2:6][C@H:7]3[C@H:16]4[C@@H:11]([CH2:12][C:13](=[O:17])[CH2:14][CH2:15]4)[CH2:10][CH2:9][C@@H:8]32)[CH2:3]1. (4) Given the reactants [Si]([O:8][CH2:9][CH2:10][N:11]1[CH:15]=[C:14]([CH2:16][N:17]2[C:25]3[C:20](=[C:21]([NH:26][C:27]([C:29]4[N:33]5[CH:34]=[CH:35][CH:36]=[CH:37][C:32]5=[N:31][CH:30]=4)=[O:28])[CH:22]=[CH:23][CH:24]=3)[C:19]([CH2:38][CH3:39])=[N:18]2)[CH:13]=[N:12]1)(C(C)(C)C)(C)C, predict the reaction product. The product is: [CH2:38]([C:19]1[C:20]2[C:25](=[CH:24][CH:23]=[CH:22][C:21]=2[NH:26][C:27]([C:29]2[N:33]3[CH:34]=[CH:35][CH:36]=[CH:37][C:32]3=[N:31][CH:30]=2)=[O:28])[N:17]([CH2:16][C:14]2[CH:13]=[N:12][N:11]([CH2:10][CH2:9][OH:8])[CH:15]=2)[N:18]=1)[CH3:39]. (5) Given the reactants [F:1][C:2]1[C:7]([NH2:8])=[CH:6][CH:5]=[C:4]([F:9])[C:3]=1[NH:10][C:11]1[C:16]([C:17]2[N:25]=[CH:24][N:23]=[C:22]3[C:18]=2[N:19]=[CH:20][N:21]3[CH:26]2[CH2:31][CH2:30][CH2:29][CH2:28][O:27]2)=[CH:15][CH:14]=[CH:13][N:12]=1.[Cl:32][C:33]1[S:37][C:36]([S:38](Cl)(=[O:40])=[O:39])=[CH:35][CH:34]=1.N1C=CC=CC=1, predict the reaction product. The product is: [Cl:32][C:33]1[S:37][C:36]([S:38]([NH:8][C:7]2[CH:6]=[CH:5][C:4]([F:9])=[C:3]([NH:10][C:11]3[C:16]([C:17]4[N:25]=[CH:24][N:23]=[C:22]5[C:18]=4[N:19]=[CH:20][N:21]5[CH:26]4[CH2:31][CH2:30][CH2:29][CH2:28][O:27]4)=[CH:15][CH:14]=[CH:13][N:12]=3)[C:2]=2[F:1])(=[O:40])=[O:39])=[CH:35][CH:34]=1.